Dataset: Peptide-MHC class I binding affinity with 185,985 pairs from IEDB/IMGT. Task: Regression. Given a peptide amino acid sequence and an MHC pseudo amino acid sequence, predict their binding affinity value. This is MHC class I binding data. (1) The peptide sequence is KSLRAEQTDAA. The MHC is Mamu-A02 with pseudo-sequence Mamu-A02. The binding affinity (normalized) is 0.172. (2) The peptide sequence is YHRFGLYRL. The MHC is HLA-B39:01 with pseudo-sequence HLA-B39:01. The binding affinity (normalized) is 0.212. (3) The peptide sequence is YVPSAEDNYL. The MHC is HLA-A68:02 with pseudo-sequence HLA-A68:02. The binding affinity (normalized) is 0. (4) The peptide sequence is IRYLGVLLY. The MHC is HLA-B39:01 with pseudo-sequence HLA-B39:01. The binding affinity (normalized) is 0.0847.